Dataset: Full USPTO retrosynthesis dataset with 1.9M reactions from patents (1976-2016). Task: Predict the reactants needed to synthesize the given product. (1) The reactants are: [H-].[Na+].[CH3:3][NH:4][C:5]1[CH:12]=[CH:11][C:8]([C:9]#[N:10])=[CH:7][N:6]=1.[N:13]1[N:17]2[CH:18]=[CH:19][C:20]([S:22](Cl)(=[O:24])=[O:23])=[CH:21][C:16]2=[CH:15][CH:14]=1. Given the product [C:9]([C:8]1[CH:11]=[CH:12][C:5]([N:4]([CH3:3])[S:22]([C:20]2[CH:19]=[CH:18][N:17]3[N:13]=[CH:14][CH:15]=[C:16]3[CH:21]=2)(=[O:23])=[O:24])=[N:6][CH:7]=1)#[N:10], predict the reactants needed to synthesize it. (2) Given the product [C:23]([NH:27][S:19]([C:15]1[S:16][C:17]([CH3:18])=[C:13]([C:11]([NH:10][C:4]2[CH:5]=[C:6]([F:9])[C:7]([F:8])=[C:2]([Cl:1])[CH:3]=2)=[O:12])[CH:14]=1)(=[O:21])=[O:20])([CH3:26])([CH3:25])[CH3:24], predict the reactants needed to synthesize it. The reactants are: [Cl:1][C:2]1[CH:3]=[C:4]([NH:10][C:11]([C:13]2[CH:14]=[C:15]([S:19](Cl)(=[O:21])=[O:20])[S:16][C:17]=2[CH3:18])=[O:12])[CH:5]=[C:6]([F:9])[C:7]=1[F:8].[C:23]([NH2:27])([CH3:26])([CH3:25])[CH3:24].